This data is from Forward reaction prediction with 1.9M reactions from USPTO patents (1976-2016). The task is: Predict the product of the given reaction. (1) Given the reactants Cl[C:2]1[N:7]=[N:6][C:5]([C:8]2[CH:49]=[CH:48][C:11]([CH2:12][C:13]3[N:14]([C:26]4[CH:31]=[CH:30][C:29]([N:32]5[S:36](=[O:38])(=[O:37])[N:35]([CH2:39][O:40][CH2:41][CH2:42][Si:43]([CH3:46])([CH3:45])[CH3:44])[C:34](=[O:47])[CH2:33]5)=[CH:28][CH:27]=4)[CH:15]=[C:16]([C:18]4[CH:23]=[CH:22][C:21]([Cl:24])=[CH:20][C:19]=4[Cl:25])[N:17]=3)=[CH:10][CH:9]=2)=[CH:4][CH:3]=1.[CH:50]1([CH2:56][CH2:57][OH:58])[CH2:55][CH2:54][CH2:53][CH2:52][CH2:51]1, predict the reaction product. The product is: [CH:50]1([CH2:56][CH2:57][O:58][C:2]2[N:7]=[N:6][C:5]([C:8]3[CH:9]=[CH:10][C:11]([CH2:12][C:13]4[N:14]([C:26]5[CH:31]=[CH:30][C:29]([N:32]6[S:36](=[O:38])(=[O:37])[N:35]([CH2:39][O:40][CH2:41][CH2:42][Si:43]([CH3:44])([CH3:46])[CH3:45])[C:34](=[O:47])[CH2:33]6)=[CH:28][CH:27]=5)[CH:15]=[C:16]([C:18]5[CH:23]=[CH:22][C:21]([Cl:24])=[CH:20][C:19]=5[Cl:25])[N:17]=4)=[CH:48][CH:49]=3)=[CH:4][CH:3]=2)[CH2:55][CH2:54][CH2:53][CH2:52][CH2:51]1. (2) Given the reactants [NH2:1][C:2]1[CH:11]=[CH:10][CH:9]=[C:8]2[C:3]=1[CH:4]=[CH:5][N:6]=[C:7]2[Cl:12].CO[CH:15]1[CH2:19][CH2:18][CH:17](OC)O1, predict the reaction product. The product is: [Cl:12][C:7]1[C:8]2[C:3](=[C:2]([N:1]3[CH:15]=[CH:19][CH:18]=[CH:17]3)[CH:11]=[CH:10][CH:9]=2)[CH:4]=[CH:5][N:6]=1. (3) Given the reactants [CH3:1][O:2][C:3]1[C:8]([NH2:9])=[CH:7][C:6]([C:10]2[O:18][C:17]3[C:16]([C:19]4[CH:24]=[C:23]([CH3:25])[C:22]([O:26][CH3:27])=[C:21]([CH3:28])[CH:20]=4)=[CH:15][N:14]=[CH:13][C:12]=3[CH:11]=2)=[CH:5][N:4]=1.[CH3:29][S:30](Cl)(=[O:32])=[O:31], predict the reaction product. The product is: [CH3:1][O:2][C:3]1[C:8]([NH:9][S:30]([CH3:29])(=[O:32])=[O:31])=[CH:7][C:6]([C:10]2[O:18][C:17]3[C:16]([C:19]4[CH:24]=[C:23]([CH3:25])[C:22]([O:26][CH3:27])=[C:21]([CH3:28])[CH:20]=4)=[CH:15][N:14]=[CH:13][C:12]=3[CH:11]=2)=[CH:5][N:4]=1. (4) Given the reactants [CH2:1]([C:5]1[CH:12]=[CH:11][C:8]([C:9]#[N:10])=[CH:7][CH:6]=1)[CH2:2][C:3]#[CH:4].C(N(CC)CC)C.Br[C:21]1[CH:26]=[CH:25][CH:24]=[CH:23][N:22]=1.O, predict the reaction product. The product is: [N:22]1[CH:23]=[CH:24][CH:25]=[CH:26][C:21]=1[C:4]#[C:3][CH2:2][CH2:1][C:5]1[CH:6]=[CH:7][C:8]([C:9]#[N:10])=[CH:11][CH:12]=1. (5) Given the reactants [C:1]([OH:10])(=[O:9])/[CH:2]=[CH:3]/[CH:4]=[CH:5]/[C:6]([OH:8])=[O:7].C(O)(=O)C=CCCC(O)=O, predict the reaction product. The product is: [C:1]([OH:10])(=[O:9])[CH2:2][CH2:3][CH2:4][CH2:5][C:6]([OH:8])=[O:7].